This data is from Peptide-MHC class II binding affinity with 134,281 pairs from IEDB. The task is: Regression. Given a peptide amino acid sequence and an MHC pseudo amino acid sequence, predict their binding affinity value. This is MHC class II binding data. (1) The peptide sequence is RNGGEIGAVALDYPS. The MHC is DRB1_0701 with pseudo-sequence DRB1_0701. The binding affinity (normalized) is 0.172. (2) The peptide sequence is FGQNTSAIAAAEAQY. The MHC is DRB1_0101 with pseudo-sequence DRB1_0101. The binding affinity (normalized) is 0.521. (3) The binding affinity (normalized) is 0.391. The peptide sequence is TFTVEKGSNEKHLAV. The MHC is DRB1_1101 with pseudo-sequence DRB1_1101. (4) The peptide sequence is GIVVAWKVRLLPVPP. The MHC is DRB1_0301 with pseudo-sequence DRB1_0301. The binding affinity (normalized) is 0.597. (5) The binding affinity (normalized) is 0.487. The peptide sequence is SLETVAIDRPAEVRK. The MHC is DRB1_1301 with pseudo-sequence DRB1_1301. (6) The peptide sequence is LFFNHHKVMLLGHDD. The MHC is HLA-DQA10102-DQB10602 with pseudo-sequence HLA-DQA10102-DQB10602. The binding affinity (normalized) is 0.597.